From a dataset of Catalyst prediction with 721,799 reactions and 888 catalyst types from USPTO. Predict which catalyst facilitates the given reaction. Reactant: [NH2:1][C:2]1[CH:22]=[CH:21][C:5]([O:6][C:7]2[N:12]=[CH:11][N:10]=[C:9]([NH:13][C:14]([NH:16][CH2:17][CH2:18][NH:19][CH3:20])=[O:15])[CH:8]=2)=[C:4]([F:23])[CH:3]=1.[CH2:24]=O. Product: [NH2:1][C:2]1[CH:22]=[CH:21][C:5]([O:6][C:7]2[N:12]=[CH:11][N:10]=[C:9]([NH:13][C:14]([N:16]3[CH2:17][CH2:18][N:19]([CH3:24])[CH2:20]3)=[O:15])[CH:8]=2)=[C:4]([F:23])[CH:3]=1. The catalyst class is: 7.